Dataset: Forward reaction prediction with 1.9M reactions from USPTO patents (1976-2016). Task: Predict the product of the given reaction. (1) Given the reactants Cl[C:2]1[CH:10]=[CH:9][C:5]2=[N:6][O:7][N:8]=[C:4]2[C:3]=1[N+:11]([O-:13])=[O:12].[Cl:14][C:15]1[CH:16]=[C:17]([CH:19]=[C:20]([F:22])[CH:21]=1)[NH2:18], predict the reaction product. The product is: [Cl:14][C:15]1[CH:16]=[C:17]([NH:18][C:2]2[CH:10]=[CH:9][C:5]3=[N:6][O:7][N:8]=[C:4]3[C:3]=2[N+:11]([O-:13])=[O:12])[CH:19]=[C:20]([F:22])[CH:21]=1. (2) The product is: [F:35][C:32]1[CH:33]=[CH:34][C:29]([CH2:28][N:12]2[CH2:13][CH2:14][C:9]3=[N:8][N:7]([C:3]4[CH:2]=[N:1][CH:6]=[CH:5][CH:4]=4)[CH:16]=[C:10]3[C:11]2=[O:15])=[CH:30][CH:31]=1. Given the reactants [N:1]1[CH:6]=[CH:5][CH:4]=[C:3]([N:7]2[CH:16]=[C:10]3[C:11](=[O:15])[NH:12][CH2:13][CH2:14][C:9]3=[N:8]2)[CH:2]=1.C[Si]([N-][Si](C)(C)C)(C)C.[Li+].Br[CH2:28][C:29]1[CH:34]=[CH:33][C:32]([F:35])=[CH:31][CH:30]=1, predict the reaction product. (3) Given the reactants [Na].[CH3:2][NH2:3].[CH2:4]1[CH2:18][N:17]2[CH2:19][CH2:20][CH2:21][C@H:15]3[C@@H:16]2[C@H:6]([CH2:7][N:8]2[C:13](=[O:14])[CH:12]=[CH:11][CH2:10][C@@H:9]23)[CH2:5]1, predict the reaction product. The product is: [CH3:2][NH:3][CH:11]1[CH2:12][C:13](=[O:14])[N:8]2[C@@H:9]([C@@H:15]3[C@@H:16]4[C@H:6]([CH2:7]2)[CH2:5][CH2:4][CH2:18][N:17]4[CH2:19][CH2:20][CH2:21]3)[CH2:10]1. (4) Given the reactants [C:1]([OH:4])(=[O:3])[CH3:2].[C:1]([OH:4])(=[O:3])[CH3:2].IC1C=CC=CC=1.FC(F)(F)S(O)(=O)=O.[F:24][C:25]1[CH:30]=[CH:29][C:28]([CH:31]([OH:35])[CH2:32][CH:33]=[CH2:34])=[CH:27][CH:26]=1, predict the reaction product. The product is: [C:1]([O:4][CH:33]1[CH2:32][CH:31]([C:28]2[CH:27]=[CH:26][C:25]([F:24])=[CH:30][CH:29]=2)[O:35][CH2:34]1)(=[O:3])[CH3:2]. (5) Given the reactants Br[C:2]1[CH:6]=[CH:5][O:4][C:3]=1[C:7]1[CH:12]=[CH:11][N:10]=[CH:9][CH:8]=1.[CH3:13][O:14][N:15]=[C:16]1[C:24]2[C:19](=[CH:20][C:21](B(O)O)=[CH:22][CH:23]=2)[CH2:18][CH2:17]1.C(=O)([O-])[O-].[K+].[K+].C1(P(C2C=CC=CC=2)C2C=CC=CC=2)C=CC=CC=1, predict the reaction product. The product is: [CH3:13][O:14][N:15]=[C:16]1[C:24]2[C:19](=[CH:20][C:21]([C:2]3[CH:6]=[CH:5][O:4][C:3]=3[C:7]3[CH:12]=[CH:11][N:10]=[CH:9][CH:8]=3)=[CH:22][CH:23]=2)[CH2:18][CH2:17]1. (6) The product is: [Cl:1][C:2]1[C:7]([C:28]2[C@@:29]3([CH3:32])[CH2:30][CH2:31][C@H:20]4[C@H:21]([C@@H:25]3[CH2:26][CH:27]=2)[CH2:22][CH:23]=[C:24]2[C@:19]4([CH3:34])[CH2:18][CH2:17][C:16](=[O:35])[N:15]2[CH2:14][CH2:13][N:12]([CH3:11])[CH3:36])=[CH:6][CH:5]=[CH:4][N:3]=1. Given the reactants [Cl:1][C:2]1[C:7](B(O)O)=[CH:6][CH:5]=[CH:4][N:3]=1.[CH3:11][N:12]([CH3:36])[CH2:13][CH2:14][N:15]1[C:24]2[C@@:19]([CH3:34])([C@H:20]3[CH2:31][CH2:30][C@@:29]4([CH3:32])[C@@H:25]([CH2:26][CH:27]=[C:28]4I)[C@@H:21]3[CH2:22][CH:23]=2)[CH2:18][CH2:17][C:16]1=[O:35].O, predict the reaction product. (7) Given the reactants [NH:1]1[CH2:5][CH2:4][C@H:3]([OH:6])[CH2:2]1.[C:7]([O:11][C:12]([N:14]1[CH2:17][C:16](=O)[CH2:15]1)=[O:13])([CH3:10])([CH3:9])[CH3:8].C(O[BH-](OC(=O)C)OC(=O)C)(=O)C.[Na+], predict the reaction product. The product is: [C:7]([O:11][C:12]([N:14]1[CH2:17][CH:16]([N:1]2[CH2:5][CH2:4][C@H:3]([OH:6])[CH2:2]2)[CH2:15]1)=[O:13])([CH3:10])([CH3:8])[CH3:9].